From a dataset of Peptide-MHC class I binding affinity with 185,985 pairs from IEDB/IMGT. Regression. Given a peptide amino acid sequence and an MHC pseudo amino acid sequence, predict their binding affinity value. This is MHC class I binding data. (1) The peptide sequence is AELEAFLM. The MHC is H-2-Kk with pseudo-sequence H-2-Kk. The binding affinity (normalized) is 0.948. (2) The peptide sequence is LALEVAQQK. The MHC is HLA-A11:01 with pseudo-sequence HLA-A11:01. The binding affinity (normalized) is 0.449. (3) The peptide sequence is ISENLKSLY. The MHC is Mamu-A02 with pseudo-sequence Mamu-A02. The binding affinity (normalized) is 0.984. (4) The peptide sequence is QPRAPIRPI. The MHC is HLA-B40:02 with pseudo-sequence HLA-B40:02. The binding affinity (normalized) is 0. (5) The peptide sequence is GRYSVRYVR. The MHC is HLA-A69:01 with pseudo-sequence HLA-A69:01. The binding affinity (normalized) is 0.0847. (6) The peptide sequence is ALALEEKRRL. The MHC is HLA-A02:01 with pseudo-sequence HLA-A02:01. The binding affinity (normalized) is 0.130.